This data is from CYP1A2 inhibition data for predicting drug metabolism from PubChem BioAssay. The task is: Regression/Classification. Given a drug SMILES string, predict its absorption, distribution, metabolism, or excretion properties. Task type varies by dataset: regression for continuous measurements (e.g., permeability, clearance, half-life) or binary classification for categorical outcomes (e.g., BBB penetration, CYP inhibition). Dataset: cyp1a2_veith. (1) The drug is CCOc1ccccc1Oc1c(C)oc2cc(OC(=O)c3ccco3)ccc2c1=O. The result is 0 (non-inhibitor). (2) The compound is N#CC(C#N)=CNCCN1CCN(C=C(C#N)C#N)CC1. The result is 0 (non-inhibitor). (3) The molecule is NC(Cc1ccccc1)(C(=O)O)C(=O)O. The result is 0 (non-inhibitor).